From a dataset of Experimentally validated miRNA-target interactions with 360,000+ pairs, plus equal number of negative samples. Binary Classification. Given a miRNA mature sequence and a target amino acid sequence, predict their likelihood of interaction. The miRNA is hsa-miR-615-5p with sequence GGGGGUCCCCGGUGCUCGGAUC. The protein sequence of the target gene is MNLQLVFWIGLISLICSVFGQTDKNRCLKANAKSCGECIQAGPNCGWCTNTTFLQEGMPTSARCDDLEALKKKGCHPSDIENPRGSQTIKKNKNVTNRSKGMAEKLRPEDITQIQPQQLLLKLRSGEPQKFTLKFKRAEDYPIDLYYLMDLSYSMKDDLENVKSLGTDLMNEMRRITSDFRIGFGSFVEKTVMPYISTTPAKLRNPCTSEQNCTSPFSYKNVLSLTDRGEFFNELVGQQRISGNLDSPEGGFDAIMQVAVCGSLIGWRNVTRLLVFSTDAGFHFAGDGKLGGIVLPNDGQ.... Result: 0 (no interaction).